Dataset: Full USPTO retrosynthesis dataset with 1.9M reactions from patents (1976-2016). Task: Predict the reactants needed to synthesize the given product. (1) Given the product [N+:13]([C:16]1[CH:20]=[N:19][N:18]([CH2:4][C:5]2[O:9][N:8]=[C:7]([C:10](=[O:12])[CH3:11])[CH:6]=2)[N:17]=1)([O-:15])=[O:14], predict the reactants needed to synthesize it. The reactants are: N#N.Cl[CH2:4][C:5]1[O:9][N:8]=[C:7]([C:10](=[O:12])[CH3:11])[CH:6]=1.[N+:13]([C:16]1[CH:20]=[N:19][NH:18][N:17]=1)([O-:15])=[O:14].CCN(C(C)C)C(C)C. (2) Given the product [Br:1][C:2]1[C:10]2[N:9]=[C:8]([CH3:11])[N:7]([CH2:25][C:26]3[CH:31]=[CH:30][CH:29]=[C:28]([C:32]([F:33])([F:34])[F:35])[C:27]=3[CH3:36])[C:6]=2[CH:5]=[C:4]([N:12]2[CH2:17][CH2:16][O:15][CH2:14][CH2:13]2)[CH:3]=1, predict the reactants needed to synthesize it. The reactants are: [Br:1][C:2]1[C:10]2[N:9]=[C:8]([CH3:11])[NH:7][C:6]=2[CH:5]=[C:4]([N:12]2[CH2:17][CH2:16][O:15][CH2:14][CH2:13]2)[CH:3]=1.C(=O)([O-])[O-].[K+].[K+].Br[CH2:25][C:26]1[CH:31]=[CH:30][CH:29]=[C:28]([C:32]([F:35])([F:34])[F:33])[C:27]=1[CH3:36].CCOC(C)=O. (3) Given the product [CH2:17]([O:24][C:25]1[CH:30]=[C:29]([C:8]2[C:9]3[C:10](=[N:11][CH:12]=[N:13][C:14]=3[NH2:15])[N:6]([CH:1]3[CH2:5][CH2:4][CH2:3][CH2:2]3)[N:7]=2)[CH:28]=[CH:27][CH:26]=1)[C:18]1[CH:23]=[CH:22][CH:21]=[CH:20][CH:19]=1, predict the reactants needed to synthesize it. The reactants are: [CH:1]1([N:6]2[C:10]3=[N:11][CH:12]=[N:13][C:14]([NH2:15])=[C:9]3[C:8](I)=[N:7]2)[CH2:5][CH2:4][CH2:3][CH2:2]1.[CH2:17]([O:24][C:25]1[CH:26]=[C:27](B(O)O)[CH:28]=[CH:29][CH:30]=1)[C:18]1[CH:23]=[CH:22][CH:21]=[CH:20][CH:19]=1.O.C(=O)([O-])[O-].[Na+].[Na+]. (4) Given the product [Cl:29][C:18]1[CH:19]=[C:20]([O:23][CH2:24][CH2:25][CH2:26][CH2:27][CH3:28])[CH:21]=[CH:22][C:17]=1[CH2:16][N:15]1[C:7]2[CH:6]=[C:5]([OH:4])[CH:10]=[CH:9][C:8]=2[N:11]=[C:12]1[CH3:13], predict the reactants needed to synthesize it. The reactants are: C([O:4][C:5]1[CH:10]=[CH:9][C:8]([NH:11][C:12](=O)[CH3:13])=[C:7]([NH:15][CH2:16][C:17]2[CH:22]=[CH:21][C:20]([O:23][CH2:24][CH2:25][CH2:26][CH2:27][CH3:28])=[CH:19][C:18]=2[Cl:29])[CH:6]=1)(=O)C.S(=O)(=O)(O)O. (5) Given the product [CH:1]1([O:6][C:7](=[O:47])[C@@H:8]([NH2:39])[CH2:9][CH2:10][O:11][C:12]2[CH:21]=[C:20]3[C:15]([C:16]([O:22][C:23]4[CH:28]=[CH:27][C:26]([NH:29][C:30]([C:32]5[S:33][CH:34]=[CH:35][CH:36]=5)=[O:31])=[CH:25][CH:24]=4)=[CH:17][CH:18]=[N:19]3)=[CH:14][C:13]=2[O:37][CH3:38])[CH2:5][CH2:4][CH2:3][CH2:2]1, predict the reactants needed to synthesize it. The reactants are: [CH:1]1([O:6][C:7](=[O:47])[C@@H:8]([NH:39]C(OC(C)(C)C)=O)[CH2:9][CH2:10][O:11][C:12]2[CH:21]=[C:20]3[C:15]([C:16]([O:22][C:23]4[CH:28]=[CH:27][C:26]([NH:29][C:30]([C:32]5[S:33][CH:34]=[CH:35][CH:36]=5)=[O:31])=[CH:25][CH:24]=4)=[CH:17][CH:18]=[N:19]3)=[CH:14][C:13]=2[O:37][CH3:38])[CH2:5][CH2:4][CH2:3][CH2:2]1.C(O)(C(F)(F)F)=O. (6) The reactants are: Cl[C:2]1[C:12]([C:13]#[N:14])=[CH:11][C:5]([C:6]([O:8][CH2:9][CH3:10])=[O:7])=[C:4]([C:15]([F:18])([F:17])[F:16])[N:3]=1.[NH:19]1[CH2:24][CH2:23][CH:22]([C:25]([OH:27])=[O:26])[CH2:21][CH2:20]1. Given the product [C:13]([C:12]1[C:2]([N:19]2[CH2:24][CH2:23][CH:22]([C:25]([OH:27])=[O:26])[CH2:21][CH2:20]2)=[N:3][C:4]([C:15]([F:18])([F:17])[F:16])=[C:5]([C:6]([O:8][CH2:9][CH3:10])=[O:7])[CH:11]=1)#[N:14], predict the reactants needed to synthesize it.